Task: Binary Classification. Given a drug SMILES string, predict its activity (active/inactive) in a high-throughput screening assay against a specified biological target.. Dataset: KCNQ2 potassium channel screen with 302,405 compounds (1) The molecule is S(=O)(=O)(N1CC(CCC1)C(=O)NCCc1ccccc1)CCC. The result is 0 (inactive). (2) The drug is Fc1c(ccc(NC(=O)C(=O)c2c(NC(=O)C)cccc2)c1)C. The result is 0 (inactive). (3) The result is 0 (inactive). The drug is O1C(OCc2ccc(cc2)CO)CC(C=C1C(=O)N1CCOCC1)c1cc2OCOc2cc1. (4) The molecule is s1c(N(CC(C)C)CC(C)C)nnc1NC(=O)Cn1c2c(oc1=O)cccc2. The result is 0 (inactive). (5) The compound is n1ccc(/C=C\c2ccncc2)cc1. The result is 0 (inactive). (6) The molecule is Fc1cc(NC(=O)C(N2CCN(CC2)C)C)ccc1F. The result is 0 (inactive).